This data is from Experimentally validated miRNA-target interactions with 360,000+ pairs, plus equal number of negative samples. The task is: Binary Classification. Given a miRNA mature sequence and a target amino acid sequence, predict their likelihood of interaction. (1) The miRNA is hsa-miR-4493 with sequence AGAAGGCCUUUCCAUCUCUGU. The protein sequence of the target gene is MADKTPGGSQKASSKNRSSDVHSSGSSDAHMDASGPSDSDMPSRTRPKSPRKHNYRNESSRESLCDSPHQNLSRPLLENKLKAFSIGKMSTAKRTLSKKEQEELKKKEDEKAAAEIYEEFLAAFEGSDGNKVKTFVRGGVVNAAKDEHETDEKRGKIYKPSSRFADQKNPPNQSSNERPPSLLVIETKKPPLKKGEKEKKKSNLELFKEELKQIQEERDERHKTKGRLSRFEPPQSDSDGQRRSMDVPSRRNRSSGVLDDYAPGSHDVGDPSTTNLYLGNINPQMNEEMLCQEFGRFGPL.... Result: 0 (no interaction). (2) The miRNA is hsa-miR-548j-5p with sequence AAAAGUAAUUGCGGUCUUUGGU. The protein sequence of the target gene is MAAAAVAAAAAAAAAASLQVLEMESMETAAAGSAGLAAEVRGSGTVDFGPGPGISAMEASGGDPGPEAEDFECSSHCSELSWRQNEQRRQGLFCDITLCFGGAGGREFRAHRSVLAAATEYFTPLLSGQFSESRSGRVEMRKWSSEPGPEPDTVEAVIEYMYTGRIRVSTGSVHEVLELADRFLLIRLKEFCGEFLKKKLHLSNCVAIHSLAHMYTLSQLALKAADMIRRNFHKVIQDEEFYTLPFHLIRDWLSDLEITVDSEEVLFETVLKWVQRNAEERERYFEELFKLLRLSQMKPT.... Result: 1 (interaction). (3) The miRNA is hsa-miR-6857-5p with sequence UUGGGGAUUGGGUCAGGCCAGU. The protein sequence of the target gene is MKKENQSFNLDFILLGVTSQQEQNNVFFVIFLCIYPITLTGNLLIILAICADIRLHNPMYFLLANLSLVDIIFSSVTIPKVLANHLLGSKFISFGGCLMQMYFMIALAKADSYTLAAMAYDRAVAISCPLHYTTIMSPRSCILLIAGSWVIGNTSALPHTLLTASLSFCGNQEVANFYCDIMPLLKLSCSDVHFNVKMMYLGVGVFSLPLLCIIVSYVQVFSTVFQVPSTKSLFKAFCTCGSHLTVVFLYYGTTMGMYFRPLTSYSPKDAVITVMYVAVTPALNPFIYSLRNWDMKAALQ.... Result: 0 (no interaction). (4) The miRNA is mmu-miR-466n-3p with sequence UAUACAUGAGAGCAUACAUAGA. The protein sequence of the target gene is MYLQGTKQTFLENMNGTENLTTSLINNTCHDTIDEFRNQVYSTMYSVISVVGFFGNSFVLYVLIKTYHEKSAFQVYMINLAIADLLCVCTLPLRVVYYVHKGKWLFGDFLCRLTTYALYVNLYCSIFFMTAMSFFRCVAIVFPVQNINLVTQKKARFVCIGIWIFVILTSSPFLMYKSYQDEKNNTKCFEPPQNNQAKKYVLILHYVSLFFGFIIPFVTIIVCYTMIILTLLKNTMKKNMPSRRKAIGMIIVVTAAFLVSFMPYHIQRTIHLHLLHSETRPCDSVLRMQKSVVITLSLAA.... Result: 1 (interaction).